From a dataset of NCI-60 drug combinations with 297,098 pairs across 59 cell lines. Regression. Given two drug SMILES strings and cell line genomic features, predict the synergy score measuring deviation from expected non-interaction effect. Drug 1: C1=CC(=CC=C1CCCC(=O)O)N(CCCl)CCCl. Drug 2: CN(CC1=CN=C2C(=N1)C(=NC(=N2)N)N)C3=CC=C(C=C3)C(=O)NC(CCC(=O)O)C(=O)O. Cell line: CAKI-1. Synergy scores: CSS=44.7, Synergy_ZIP=-7.21, Synergy_Bliss=-5.46, Synergy_Loewe=-1.12, Synergy_HSA=-1.20.